The task is: Predict the reactants needed to synthesize the given product.. This data is from Full USPTO retrosynthesis dataset with 1.9M reactions from patents (1976-2016). (1) Given the product [C:11]1([C:1]2[CH:6]=[CH:5][CH:4]=[CH:3][CH:2]=2)[CH:38]=[CH:37][C:14]([CH2:15][CH2:16][N:17]2[CH2:22][CH2:21][CH:20]([C:23]([C:31]3[CH:36]=[CH:35][CH:34]=[CH:33][CH:32]=3)([C:25]3[CH:30]=[CH:29][CH:28]=[CH:27][CH:26]=3)[OH:24])[CH2:19][CH2:18]2)=[CH:13][CH:12]=1, predict the reactants needed to synthesize it. The reactants are: [C:1]1(B(O)O)[CH:6]=[CH:5][CH:4]=[CH:3][CH:2]=1.Br[C:11]1[CH:38]=[CH:37][C:14]([CH2:15][CH2:16][N:17]2[CH2:22][CH2:21][CH:20]([C:23]([C:31]3[CH:36]=[CH:35][CH:34]=[CH:33][CH:32]=3)([C:25]3[CH:30]=[CH:29][CH:28]=[CH:27][CH:26]=3)[OH:24])[CH2:19][CH2:18]2)=[CH:13][CH:12]=1.C(=O)([O-])[O-].[K+].[K+]. (2) The reactants are: [H-].[Na+].Cl.Br[CH2:5][C:6]1[CH:15]=[C:14]2[C:9]([CH:10]=[CH:11][CH:12]=[N:13]2)=[CH:8][CH:7]=1.[F:16][C:17]1[CH:22]=[C:21]([OH:23])[CH:20]=[CH:19][C:18]=1[CH2:24][CH2:25][C:26]([O:28][CH2:29][CH3:30])=[O:27].CN(C=O)C. Given the product [F:16][C:17]1[CH:22]=[C:21]([O:23][CH2:5][C:6]2[CH:15]=[C:14]3[C:9]([CH:10]=[CH:11][CH:12]=[N:13]3)=[CH:8][CH:7]=2)[CH:20]=[CH:19][C:18]=1[CH2:24][CH2:25][C:26]([O:28][CH2:29][CH3:30])=[O:27], predict the reactants needed to synthesize it. (3) Given the product [CH3:17][C:4]1[CH:5]=[C:6]2[C:10](=[C:2]([NH:1][S:23]([C:19]3[S:18][CH:22]=[CH:21][CH:20]=3)(=[O:25])=[O:24])[CH:3]=1)[NH:9][C:8]([C:11]1[CH:16]=[CH:15][CH:14]=[CH:13][N:12]=1)=[CH:7]2, predict the reactants needed to synthesize it. The reactants are: [NH2:1][C:2]1[CH:3]=[C:4]([CH3:17])[CH:5]=[C:6]2[C:10]=1[NH:9][C:8]([C:11]1[CH:16]=[CH:15][CH:14]=[CH:13][N:12]=1)=[CH:7]2.[S:18]1[CH:22]=[CH:21][CH:20]=[C:19]1[S:23](Cl)(=[O:25])=[O:24]. (4) Given the product [Br:14][C:10]1[CH:9]=[C:8]([C:6]2[N:5]=[C:4]([NH2:15])[N:3]=[C:2]([NH:22][C:21]3[CH:23]=[CH:24][C:18]([C:17]([F:16])([F:25])[F:26])=[CH:19][CH:20]=3)[CH:7]=2)[CH:13]=[CH:12][CH:11]=1, predict the reactants needed to synthesize it. The reactants are: Cl[C:2]1[CH:7]=[C:6]([C:8]2[CH:13]=[CH:12][CH:11]=[C:10]([Br:14])[CH:9]=2)[N:5]=[C:4]([NH2:15])[N:3]=1.[F:16][C:17]([F:26])([F:25])[C:18]1[CH:24]=[CH:23][C:21]([NH2:22])=[CH:20][CH:19]=1. (5) The reactants are: [O:1]=[C:2]1[C:10]2[C:9]([NH:11][C:12]3[CH:13]=[C:14]([CH3:18])[CH:15]=[CH:16][CH:17]=3)=[N:8][C:7]([N:19]3[CH2:24][CH2:23][CH2:22][CH2:21][CH:20]3[CH2:25][NH:26]C(=O)OC(C)(C)C)=[N:6][C:5]=2[CH2:4][NH:3]1.Cl. Given the product [NH2:26][CH2:25][CH:20]1[CH2:21][CH2:22][CH2:23][CH2:24][N:19]1[C:7]1[N:8]=[C:9]([NH:11][C:12]2[CH:13]=[C:14]([CH3:18])[CH:15]=[CH:16][CH:17]=2)[C:10]2[C:2](=[O:1])[NH:3][CH2:4][C:5]=2[N:6]=1, predict the reactants needed to synthesize it. (6) The reactants are: O.[OH-].[Li+].C[O:5][C:6]([C:8]1[C:16]2[C:11](=[CH:12][CH:13]=[CH:14][CH:15]=2)[N:10]([C:17]2[C:26]3[C:21](=[CH:22][CH:23]=[CH:24][CH:25]=3)[N:20]=[C:19]([C:27]([F:30])([F:29])[F:28])[CH:18]=2)[CH:9]=1)=[O:7]. Given the product [C:6]([C:8]1[C:16]2[C:11](=[CH:12][CH:13]=[CH:14][CH:15]=2)[N:10]([C:17]2[C:26]3[C:21](=[CH:22][CH:23]=[CH:24][CH:25]=3)[N:20]=[C:19]([C:27]([F:30])([F:28])[F:29])[CH:18]=2)[CH:9]=1)([OH:7])=[O:5], predict the reactants needed to synthesize it. (7) The reactants are: C[O:2][C:3](=[O:25])[CH2:4][C:5]1[CH:6]=[C:7]([C:13]2[CH:18]=[CH:17][C:16]([C:19]([F:22])([F:21])[F:20])=[CH:15][C:14]=2[CH:23]=O)[C:8]([O:11][CH3:12])=[CH:9][CH:10]=1.[CH:26]1([NH2:29])[CH2:28][CH2:27]1.Cl[C:31]([O:33][CH2:34][C:35]1[CH:40]=[CH:39][CH:38]=[CH:37][CH:36]=1)=[O:32]. Given the product [CH2:34]([O:33][C:31]([N:29]([CH2:23][C:14]1[CH:15]=[C:16]([C:19]([F:22])([F:21])[F:20])[CH:17]=[CH:18][C:13]=1[C:7]1[C:8]([O:11][CH3:12])=[CH:9][CH:10]=[C:5]([CH2:4][C:3]([OH:25])=[O:2])[CH:6]=1)[CH:26]1[CH2:28][CH2:27]1)=[O:32])[C:35]1[CH:40]=[CH:39][CH:38]=[CH:37][CH:36]=1, predict the reactants needed to synthesize it.